This data is from Full USPTO retrosynthesis dataset with 1.9M reactions from patents (1976-2016). The task is: Predict the reactants needed to synthesize the given product. The reactants are: Br[CH2:2][CH2:3][CH2:4][CH2:5][CH2:6][CH2:7][Br:8].[Br:9][C:10]1[CH:22]=[CH:21][C:20]2[C:19]3[C:14](=[CH:15][C:16]([Br:23])=[CH:17][CH:18]=3)[CH2:13][C:12]=2[CH:11]=1. Given the product [Br:9][C:10]1[CH:22]=[CH:21][C:20]2[C:19]3[C:14](=[CH:15][C:16]([Br:23])=[CH:17][CH:18]=3)[C:13]([CH2:2][CH2:3][CH2:4][CH2:5][CH2:6][CH2:7][Br:8])([CH2:2][CH2:3][CH2:4][CH2:5][CH2:6][CH2:7][Br:8])[C:12]=2[CH:11]=1, predict the reactants needed to synthesize it.